Task: Regression. Given a target protein amino acid sequence and a drug SMILES string, predict the binding affinity score between them. We predict pIC50 (pIC50 = -log10(IC50 in M); higher means more potent). Dataset: bindingdb_ic50.. Dataset: Drug-target binding data from BindingDB using IC50 measurements The drug is N=C(N)c1ccc2[nH]c(-c3cc(F)cc(Cl)c3)cc2c1. The target protein (Q9UHC3) has sequence MKPTSGPEEARRPASDIRVFASNCSMHGLGHVFGPGSLSLRRGMWAAAVVLSVATFLYQVAERVRYYREFHHQTALDERESHRLIFPAVTLCNINPLRRSRLTPNDLHWAGSALLGLDPAEHAAFLRALGRPPAPPGFMPSPTFDMAQLYARAGHSLDDMLLDCRFRGQPCGPENFTTIFTRMGKCYTFNSGADGAELLTTTRGGMGNGLDIMLDVQQEEYLPVWRDNEETPFEVGIRVQIHSQEEPPIIDQLGLGVSPGYQTFVSCQQQQLSFLPPPWGDCSSASLNPNYEPEPSDPLGSPSPSPSPPYTLMGCRLACETRYVARKCGCRMVYMPGDVPVCSPQQYKNCAHPAIDAMLRKDSCACPNPCASTRYAKELSMVRIPSRAAARFLARKLNRSEAYIAENVLALDIFFEALNYETVEQKKAYEMSELLGDIGGQMGLFIGASLLTILEILDYLCEVFRDKVLGYFWNRQHSQRHSSTNLLQEGLGSHRTQVPH.... The pIC50 is 3.6.